Dataset: NCI-60 drug combinations with 297,098 pairs across 59 cell lines. Task: Regression. Given two drug SMILES strings and cell line genomic features, predict the synergy score measuring deviation from expected non-interaction effect. (1) Drug 1: C1=NC2=C(N1)C(=S)N=C(N2)N. Drug 2: C1C(C(OC1N2C=NC3=C(N=C(N=C32)Cl)N)CO)O. Cell line: SNB-19. Synergy scores: CSS=5.85, Synergy_ZIP=-3.16, Synergy_Bliss=-1.35, Synergy_Loewe=-5.06, Synergy_HSA=-1.16. (2) Drug 1: C1=CC(=CC=C1CCC2=CNC3=C2C(=O)NC(=N3)N)C(=O)NC(CCC(=O)O)C(=O)O. Drug 2: C(=O)(N)NO. Cell line: NCI-H226. Synergy scores: CSS=3.64, Synergy_ZIP=-4.44, Synergy_Bliss=-4.57, Synergy_Loewe=-5.22, Synergy_HSA=-3.19. (3) Drug 1: CN1C2=C(C=C(C=C2)N(CCCl)CCCl)N=C1CCCC(=O)O.Cl. Drug 2: CN(CCCl)CCCl.Cl. Cell line: OVCAR-5. Synergy scores: CSS=12.4, Synergy_ZIP=-2.94, Synergy_Bliss=0.0503, Synergy_Loewe=-3.03, Synergy_HSA=-0.266.